This data is from Full USPTO retrosynthesis dataset with 1.9M reactions from patents (1976-2016). The task is: Predict the reactants needed to synthesize the given product. (1) Given the product [CH2:1]([C:3]1[CH:8]=[CH:7][C:6]([CH2:9][C:10]2[CH:11]=[N:12][N:13]([Si:18]([CH3:21])([CH3:20])[CH3:19])[CH:14]=2)=[CH:5][CH:4]=1)[CH3:2], predict the reactants needed to synthesize it. The reactants are: [CH2:1]([C:3]1[CH:8]=[CH:7][C:6]([CH2:9][C:10]2[CH:11]=[N:12][NH:13][CH:14]=2)=[CH:5][CH:4]=1)[CH3:2].C/C(/O[Si:18]([CH3:21])([CH3:20])[CH3:19])=N\[Si:18]([CH3:21])([CH3:20])[CH3:19]. (2) Given the product [Cl:1][C:2]1[CH:3]=[CH:4][C:5]([O:23][CH2:5][CH:6]([CH3:22])[CH3:7])=[C:6]([CH:22]=1)[C:7]([NH:9][C@H:10]([C:12]1[CH:21]=[CH:20][C:15]([C:16]([O:18][CH3:19])=[O:17])=[CH:14][CH:13]=1)[CH3:11])=[O:8], predict the reactants needed to synthesize it. The reactants are: [Cl:1][C:2]1[CH:3]=[CH:4][C:5]([OH:23])=[C:6]([CH:22]=1)[C:7]([NH:9][C@H:10]([C:12]1[CH:21]=[CH:20][C:15]([C:16]([O:18][CH3:19])=[O:17])=[CH:14][CH:13]=1)[CH3:11])=[O:8]. (3) Given the product [CH:1]1([CH2:7][CH2:8][N:9]2[C:17]([CH2:18][OH:19])=[N:16][C:15]3[C:10]2=[N:11][CH:12]=[N:13][C:14]=3[NH2:22])[CH2:6][CH2:5][CH2:4][CH2:3][CH2:2]1, predict the reactants needed to synthesize it. The reactants are: [CH:1]1([CH2:7][CH2:8][N:9]2[C:17]([C:18](OC)=[O:19])=[N:16][C:15]3[C:10]2=[N:11][CH:12]=[N:13][C:14]=3[NH2:22])[CH2:6][CH2:5][CH2:4][CH2:3][CH2:2]1.[H-].[Al+3].[Li+].[H-].[H-].[H-]. (4) Given the product [OH:8][C:9]1[CH:10]=[CH:11][C:12]([CH2:21][CH2:22][NH:23][C:24](=[O:26])[CH3:25])=[C:13]([C:15]2[CH:20]=[CH:19][CH:18]=[CH:17][CH:16]=2)[CH:14]=1, predict the reactants needed to synthesize it. The reactants are: C([O:8][C:9]1[CH:10]=[CH:11][C:12]([CH2:21][CH2:22][NH:23][C:24](=[O:26])[CH3:25])=[C:13]([C:15]2[CH:20]=[CH:19][CH:18]=[CH:17][CH:16]=2)[CH:14]=1)C1C=CC=CC=1. (5) Given the product [Cl:16][C:13]1[CH:14]=[CH:15][C:10]([C@@H:9]2[O:8][CH2:7][CH2:6][N:5]([C:18]([O:20][C:21]([CH3:24])([CH3:23])[CH3:22])=[O:19])[CH2:4][C@H:3]2[CH2:2][NH:1][C:29](=[O:30])[CH2:28][O:27][CH2:25][CH3:26])=[CH:11][C:12]=1[F:17], predict the reactants needed to synthesize it. The reactants are: [NH2:1][CH2:2][C@H:3]1[C@H:9]([C:10]2[CH:15]=[CH:14][C:13]([Cl:16])=[C:12]([F:17])[CH:11]=2)[O:8][CH2:7][CH2:6][N:5]([C:18]([O:20][C:21]([CH3:24])([CH3:23])[CH3:22])=[O:19])[CH2:4]1.[CH2:25]([O:27][CH2:28][C:29](O)=[O:30])[CH3:26].N1(O)C2C=CC=CC=2N=N1.Cl.CN(C)CCCN=C=NCC. (6) The reactants are: C1CO[C:8]2[CH:7]=[CH:6][C:5]([NH:11][C:12]3[C:17](F)=[CH:16][N:15]=[C:14]([NH:19][C:20]4C=CC=[C:22](O)[CH:21]=4)[N:13]=3)=[CH:4][C:3]=2[O:2]1.[Br:27]C1C(NC2C=CC=C(O)C=2)=NC(Cl)=NC=1.C(N)C=C. Given the product [CH2:20]([NH:19][C:14]1[N:13]=[C:12]([NH:11][C:5]2[CH:6]=[CH:7][CH:8]=[C:3]([OH:2])[CH:4]=2)[C:17]([Br:27])=[CH:16][N:15]=1)[CH:21]=[CH2:22], predict the reactants needed to synthesize it. (7) Given the product [S:1]1[C:5]2[CH:6]=[C:7]([C:10]3[C:15]([CH:16]([CH2:21][CH2:22][CH3:23])[C:17]([OH:19])=[O:18])=[C:14]([CH3:24])[N:13]=[C:12]([C:25]4[CH:26]=[CH:27][CH:28]=[CH:29][CH:30]=4)[N:11]=3)[CH:8]=[CH:9][C:4]=2[N:3]=[CH:2]1, predict the reactants needed to synthesize it. The reactants are: [S:1]1[C:5]2[CH:6]=[C:7]([C:10]3[C:15]([CH:16]([CH2:21][CH2:22][CH3:23])[C:17]([O:19]C)=[O:18])=[C:14]([CH3:24])[N:13]=[C:12]([C:25]4[CH:30]=[CH:29][CH:28]=[CH:27][CH:26]=4)[N:11]=3)[CH:8]=[CH:9][C:4]=2[N:3]=[CH:2]1.[I-].[Li+]. (8) Given the product [CH2:35]([S:37]([C:40]1[CH:45]=[CH:44][C:43]([O:46][C:13]2[CH:22]=[C:21]([NH:23][C:24]([C:26]3[CH:31]=[CH:30][CH:29]=[CH:28][N:27]=3)=[O:25])[C:20]([N+:32]([O-:34])=[O:33])=[CH:19][C:14]=2[C:15]([O:17][CH3:18])=[O:16])=[CH:42][CH:41]=1)(=[O:39])=[O:38])[CH3:36], predict the reactants needed to synthesize it. The reactants are: C(=O)([O-])[O-].[K+].[K+].CN(C)C=O.F[C:13]1[CH:22]=[C:21]([NH:23][C:24]([C:26]2[CH:31]=[CH:30][CH:29]=[CH:28][N:27]=2)=[O:25])[C:20]([N+:32]([O-:34])=[O:33])=[CH:19][C:14]=1[C:15]([O:17][CH3:18])=[O:16].[CH2:35]([S:37]([C:40]1[CH:45]=[CH:44][C:43]([OH:46])=[CH:42][CH:41]=1)(=[O:39])=[O:38])[CH3:36]. (9) Given the product [OH:8][N:9]1[C:14]2[N:15]=[CH:16][N:17]=[C:18]([CH3:19])[C:13]=2[C:12]([NH:20][CH:21]([C:23]2[CH:24]=[N:25][CH:26]=[CH:27][CH:28]=2)[CH3:22])=[CH:11][C:10]1=[O:29], predict the reactants needed to synthesize it. The reactants are: C([O:8][N:9]1[C:14]2[N:15]=[CH:16][N:17]=[C:18]([CH3:19])[C:13]=2[C:12]([NH:20][CH:21]([C:23]2[CH:24]=[N:25][CH:26]=[CH:27][CH:28]=2)[CH3:22])=[CH:11][C:10]1=[O:29])C1C=CC=CC=1.CO.[H][H]. (10) Given the product [NH2:1][C:2]1[N:10]=[CH:9][N:8]=[C:7]2[C:3]=1[N:4]=[C:5]([S:17][C:18]1[N:19]([CH2:30][CH2:31][CH3:32])[C:20]3[C:25]([CH:26]=1)=[CH:24][CH:23]=[CH:22][CH:21]=3)[N:6]2[CH2:11][CH2:12][O:13][C:14](=[O:16])[CH3:15], predict the reactants needed to synthesize it. The reactants are: [NH2:1][C:2]1[N:10]=[CH:9][N:8]=[C:7]2[C:3]=1[N:4]=[C:5]([S:17][C:18]1[NH:19][C:20]3[C:25]([CH:26]=1)=[CH:24][CH:23]=[CH:22][CH:21]=3)[N:6]2[CH2:11][CH2:12][O:13][C:14](=[O:16])[CH3:15].[H-].[Na+].I[CH2:30][CH2:31][CH3:32].CCOC(C)=O.C([O-])(O)=O.[Na+].